This data is from Forward reaction prediction with 1.9M reactions from USPTO patents (1976-2016). The task is: Predict the product of the given reaction. (1) Given the reactants [CH3:1][C:2]([S:11][C:12]1[CH:17]=[CH:16][CH:15]=[CH:14][C:13]=1[CH3:18])([CH3:10])[C:3]([O:5][C:6]([CH3:9])([CH3:8])[CH3:7])=[O:4].[Br:19]N1C(=O)CCC1=O, predict the reaction product. The product is: [Br:19][C:15]1[CH:16]=[CH:17][C:12]([S:11][C:2]([CH3:1])([CH3:10])[C:3]([O:5][C:6]([CH3:7])([CH3:8])[CH3:9])=[O:4])=[C:13]([CH3:18])[CH:14]=1. (2) Given the reactants [N+:1]([C:4]1[CH:9]=[CH:8][C:7]([C:10]2[N:11]=[C:12]3[C:18]4[CH:19]=[CH:20][CH:21]=[CH:22][C:17]=4[NH:16][C:15]4[N:23]=[CH:24][CH:25]=[CH:26][C:14]=4[N:13]3[C:27]=2[C:28]2[CH:33]=[CH:32][C:31]([C:34]3([NH:38]C(=O)OC(C)(C)C)[CH2:37][CH2:36][CH2:35]3)=[CH:30][CH:29]=2)=[CH:6][CH:5]=1)([O-:3])=[O:2].[ClH:46].O1CCOCC1, predict the reaction product. The product is: [ClH:46].[ClH:46].[ClH:46].[N+:1]([C:4]1[CH:9]=[CH:8][C:7]([C:10]2[N:11]=[C:12]3[C:18]4[CH:19]=[CH:20][CH:21]=[CH:22][C:17]=4[NH:16][C:15]4[N:23]=[CH:24][CH:25]=[CH:26][C:14]=4[N:13]3[C:27]=2[C:28]2[CH:29]=[CH:30][C:31]([C:34]3([NH2:38])[CH2:37][CH2:36][CH2:35]3)=[CH:32][CH:33]=2)=[CH:6][CH:5]=1)([O-:3])=[O:2]. (3) The product is: [S:1]1[CH:5]=[CH:4][C:3]2[C:8](=[O:10])[CH2:7][CH2:6][C:2]1=2. Given the reactants [S:1]1[CH:5]=[CH:4][CH:3]=[C:2]1[CH2:6][CH2:7][C:8]([OH:10])=O.O=S(Cl)Cl.[Al+3].[Cl-].[Cl-].[Cl-], predict the reaction product. (4) Given the reactants [F:1][C:2]([F:24])([F:23])[O:3][C:4]1[CH:9]=[CH:8][C:7]([N:10]2[CH:14]=[N:13][C:12]([C:15]3[CH:22]=[CH:21][C:18]([CH:19]=O)=[CH:17][CH:16]=3)=[N:11]2)=[CH:6][CH:5]=1.[F:25][C:26]1[CH:31]=[CH:30][CH:29]=[C:28]([CH:32]([CH3:34])[CH3:33])[C:27]=1[NH:35][C:36]([NH:38][NH2:39])=[S:37], predict the reaction product. The product is: [F:25][C:26]1[CH:31]=[CH:30][CH:29]=[C:28]([CH:32]([CH3:33])[CH3:34])[C:27]=1[NH:35][C:36]([NH:38]/[N:39]=[CH:19]/[C:18]1[CH:21]=[CH:22][C:15]([C:12]2[N:13]=[CH:14][N:10]([C:7]3[CH:8]=[CH:9][C:4]([O:3][C:2]([F:24])([F:23])[F:1])=[CH:5][CH:6]=3)[N:11]=2)=[CH:16][CH:17]=1)=[S:37]. (5) Given the reactants Cl.[CH3:2][N:3]1[C:12]2[C:7](=[CH:8][C:9]([C:13]3[CH:14]=[N:15][CH:16]=[C:17]([O:19][C@H:20]4[CH2:24][CH2:23][NH:22][CH2:21]4)[CH:18]=3)=[CH:10][CH:11]=2)[CH2:6][CH2:5][C:4]1=[O:25].[CH:26]1([C:29](Cl)=[O:30])[CH2:28][CH2:27]1.C([O-])(O)=O.[Na+], predict the reaction product. The product is: [CH:26]1([C:29]([N:22]2[CH2:23][CH2:24][C@H:20]([O:19][C:17]3[CH:18]=[C:13]([C:9]4[CH:8]=[C:7]5[C:12](=[CH:11][CH:10]=4)[N:3]([CH3:2])[C:4](=[O:25])[CH2:5][CH2:6]5)[CH:14]=[N:15][CH:16]=3)[CH2:21]2)=[O:30])[CH2:28][CH2:27]1. (6) Given the reactants [NH2:1][C:2]1[N:3]=[C:4]([C:17]2[CH:18]=[C:19]([O:23][CH2:24][C@@H:25]([NH:33][C:34](=[O:40])[O:35][C:36]([CH3:39])([CH3:38])[CH3:37])[CH2:26][C:27]3[CH:32]=[CH:31][CH:30]=[CH:29][CH:28]=3)[CH:20]=[N:21][CH:22]=2)[CH:5]=[C:6]2[C:11]=1[CH:10]=[N:9][C:8]1[CH:12]=[C:13](Br)[CH:14]=[CH:15][C:7]2=1.[CH2:41]([N:45]1[CH:49]=[CH:48][N:47]=[CH:46]1)[CH2:42][C:43]#[CH:44].C1C=CC(P(C2C=CC=CC=2)C2C=CC=CC=2)=CC=1.CCN(CC)CC, predict the reaction product. The product is: [NH2:1][C:2]1[N:3]=[C:4]([C:17]2[CH:18]=[C:19]([O:23][CH2:24][C@@H:25]([NH:33][C:34](=[O:40])[O:35][C:36]([CH3:39])([CH3:38])[CH3:37])[CH2:26][C:27]3[CH:32]=[CH:31][CH:30]=[CH:29][CH:28]=3)[CH:20]=[N:21][CH:22]=2)[CH:5]=[C:6]2[C:11]=1[CH:10]=[N:9][C:8]1[CH:12]=[C:13]([C:44]#[C:43][CH2:42][CH2:41][N:45]3[CH:49]=[CH:48][N:47]=[CH:46]3)[CH:14]=[CH:15][C:7]2=1. (7) The product is: [C:1]1([C:7]2[N:8]=[C:9]([C:17]3[CH:22]=[CH:21][N:20]=[C:19]([NH:23][C:27]([CH:24]4[CH2:26][CH2:25]4)=[O:28])[CH:18]=3)[S:10][C:11]=2[C:12]2[NH:16][CH:15]=[N:14][N:13]=2)[CH:2]=[CH:3][CH:4]=[CH:5][CH:6]=1. Given the reactants [C:1]1([C:7]2[N:8]=[C:9]([C:17]3[CH:22]=[CH:21][N:20]=[C:19]([NH2:23])[CH:18]=3)[S:10][C:11]=2[C:12]2[NH:16][CH:15]=[N:14][N:13]=2)[CH:6]=[CH:5][CH:4]=[CH:3][CH:2]=1.[CH:24]1([C:27](Cl)=[O:28])[CH2:26][CH2:25]1.C(=O)(O)[O-].[Na+], predict the reaction product. (8) Given the reactants [F:1][C:2]1([F:18])[CH2:8][O:7][C:6]2=[C:9](C(O)=O)[S:10][C:11](C(O)=O)=[C:5]2[O:4][CH2:3]1.COC(C)(C)C, predict the reaction product. The product is: [F:18][C:2]1([F:1])[CH2:8][O:7][C:6]2=[CH:9][S:10][CH:11]=[C:5]2[O:4][CH2:3]1. (9) Given the reactants [N+:1]([C:4]1[CH:5]=[N:6][NH:7][CH:8]=1)([O-:3])=[O:2].Br[CH2:10][CH2:11][O:12][C:13]1[CH:18]=[CH:17][CH:16]=[C:15]([O:19][CH3:20])[CH:14]=1.C([O-])([O-])=O.[Cs+].[Cs+], predict the reaction product. The product is: [CH3:20][O:19][C:15]1[CH:14]=[C:13]([CH:18]=[CH:17][CH:16]=1)[O:12][CH2:11][CH2:10][N:6]1[CH:5]=[C:4]([N+:1]([O-:3])=[O:2])[CH:8]=[N:7]1.